This data is from Full USPTO retrosynthesis dataset with 1.9M reactions from patents (1976-2016). The task is: Predict the reactants needed to synthesize the given product. Given the product [CH2:22]([S:19]([N:16]1[CH2:17][CH2:18][CH:13]([C:5]2[C:4]3[C:8](=[C:9]([C:11]#[N:12])[CH:10]=[C:2]([C:28]4[CH:29]=[CH:30][C:25]([F:24])=[CH:26][CH:27]=4)[CH:3]=3)[NH:7][N:6]=2)[CH2:14][CH2:15]1)(=[O:21])=[O:20])[CH3:23], predict the reactants needed to synthesize it. The reactants are: Br[C:2]1[CH:3]=[C:4]2[C:8](=[C:9]([C:11]#[N:12])[CH:10]=1)[NH:7][N:6]=[C:5]2[CH:13]1[CH2:18][CH2:17][N:16]([S:19]([CH2:22][CH3:23])(=[O:21])=[O:20])[CH2:15][CH2:14]1.[F:24][C:25]1[CH:30]=[CH:29][C:28](B(O)O)=[CH:27][CH:26]=1.C(=O)([O-])[O-].[K+].[K+].